Task: Regression. Given a peptide amino acid sequence and an MHC pseudo amino acid sequence, predict their binding affinity value. This is MHC class I binding data.. Dataset: Peptide-MHC class I binding affinity with 185,985 pairs from IEDB/IMGT (1) The peptide sequence is CFSTSSDTY. The MHC is HLA-A01:01 with pseudo-sequence HLA-A01:01. The binding affinity (normalized) is 0.236. (2) The peptide sequence is SCINGQCPY. The MHC is HLA-B57:01 with pseudo-sequence HLA-B57:01. The binding affinity (normalized) is 0.0847. (3) The peptide sequence is NVKNLYEKVK. The MHC is HLA-A31:01 with pseudo-sequence HLA-A31:01. The binding affinity (normalized) is 0.339. (4) The peptide sequence is SRPHRFPDL. The MHC is Mamu-A01 with pseudo-sequence Mamu-A01. The binding affinity (normalized) is 0.